From a dataset of Catalyst prediction with 721,799 reactions and 888 catalyst types from USPTO. Predict which catalyst facilitates the given reaction. (1) Reactant: [NH:1]1[CH2:6][CH2:5][CH:4]([C:7]2[CH:15]=[CH:14][CH:13]=[C:12]3[C:8]=2[CH2:9][C:10](=[O:16])[NH:11]3)[CH2:3][CH2:2]1.[CH:17]([C:19]1[NH:20][C:21]([CH3:33])=[C:22]([S:29]([CH3:32])(=[O:31])=[O:30])[C:23]=1[CH2:24][CH2:25][C:26]([OH:28])=[O:27])=O.N1CCCCC1. Product: [CH3:32][S:29]([C:22]1[C:23]([CH2:24][CH2:25][C:26]([OH:28])=[O:27])=[C:19](/[CH:17]=[C:9]2\[C:10](=[O:16])[NH:11][C:12]3[C:8]\2=[C:7]([CH:4]2[CH2:3][CH2:2][NH:1][CH2:6][CH2:5]2)[CH:15]=[CH:14][CH:13]=3)[NH:20][C:21]=1[CH3:33])(=[O:31])=[O:30]. The catalyst class is: 8. (2) Reactant: [C:1]([C:3]1[CH:8]=[CH:7][C:6]([C:9]2[CH:10]=[N:11][N:12]([CH2:14][C:15]3[CH:16]=[C:17]([CH:37]=[CH:38][CH:39]=3)[C:18]([NH:20][C:21]3[S:22][C:23]4[CH2:29][C@@H:28]([NH:30][CH2:31][CH2:32][C:33]([F:36])([F:35])[F:34])[CH2:27][CH2:26][C:24]=4[N:25]=3)=[O:19])[CH:13]=2)=[CH:5][CH:4]=1)#[N:2].C=O.[C:42]([BH3-])#N.[Na+]. Product: [C:1]([C:3]1[CH:8]=[CH:7][C:6]([C:9]2[CH:10]=[N:11][N:12]([CH2:14][C:15]3[CH:16]=[C:17]([CH:37]=[CH:38][CH:39]=3)[C:18]([NH:20][C:21]3[S:22][C:23]4[CH2:29][C@@H:28]([N:30]([CH3:42])[CH2:31][CH2:32][C:33]([F:36])([F:35])[F:34])[CH2:27][CH2:26][C:24]=4[N:25]=3)=[O:19])[CH:13]=2)=[CH:5][CH:4]=1)#[N:2]. The catalyst class is: 100. (3) Reactant: C([O-])=O.[NH4+].[C:5]([O:9][C:10](=[O:44])[NH:11][CH2:12][C:13]1[CH:18]=[CH:17][CH:16]=[C:15]2[N:19]([C:34]3[C:35]4[C@H:42]([CH3:43])[CH2:41][CH2:40][C:36]=4[N:37]=[CH:38][N:39]=3)[CH2:20][C:21]3([CH2:26][CH2:25][N:24](CC4C=CC=CC=4)[CH2:23][CH2:22]3)[C:14]=12)([CH3:8])([CH3:7])[CH3:6]. Product: [C:5]([O:9][C:10](=[O:44])[NH:11][CH2:12][C:13]1[CH:18]=[CH:17][CH:16]=[C:15]2[N:19]([C:34]3[C:35]4[C@H:42]([CH3:43])[CH2:41][CH2:40][C:36]=4[N:37]=[CH:38][N:39]=3)[CH2:20][C:21]3([CH2:22][CH2:23][NH:24][CH2:25][CH2:26]3)[C:14]=12)([CH3:8])([CH3:6])[CH3:7]. The catalyst class is: 19. (4) Reactant: O.Cl.C(=[N:16][CH:17]([CH2:20][C:21]1[CH:26]=[CH:25][N:24]=[CH:23][CH:22]=1)[C:18]#[N:19])(C1C=CC=CC=1)C1C=CC=CC=1. Product: [NH2:16][CH:17]([CH2:20][C:21]1[CH:22]=[CH:23][N:24]=[CH:25][CH:26]=1)[C:18]#[N:19]. The catalyst class is: 8. (5) Reactant: [OH-].[Na+].[CH3:3][C:4]1[O:8][C:7]([C:9]2[CH:14]=[CH:13][CH:12]=[CH:11][CH:10]=2)=[N:6][C:5]=1[CH2:15][O:16][C:17]1[CH:37]=[CH:36][C:20]([CH2:21][O:22]/[N:23]=[C:24](\[C:30]2[CH:31]=[N:32][CH:33]=[CH:34][CH:35]=2)/[C:25]([O:27]CC)=[O:26])=[CH:19][CH:18]=1.CO.Cl. Product: [CH3:3][C:4]1[O:8][C:7]([C:9]2[CH:14]=[CH:13][CH:12]=[CH:11][CH:10]=2)=[N:6][C:5]=1[CH2:15][O:16][C:17]1[CH:37]=[CH:36][C:20]([CH2:21][O:22]/[N:23]=[C:24](\[C:30]2[CH:31]=[N:32][CH:33]=[CH:34][CH:35]=2)/[C:25]([OH:27])=[O:26])=[CH:19][CH:18]=1. The catalyst class is: 7. (6) Reactant: [CH2:1]([C:3]1[CH:8]=[C:7]([CH3:9])[CH:6]=[C:5]([CH2:10][CH3:11])[C:4]=1[C:12](=O)[C:13]([N:15]([CH3:24])[N:16]=[C:17]([CH3:23])[CH2:18][S:19]([CH3:22])(=[O:21])=[O:20])=[O:14])[CH3:2].C1(C)C=CC=CC=1.O.[OH-].[Li+].Cl. Product: [CH2:1]([C:3]1[CH:8]=[C:7]([CH3:9])[CH:6]=[C:5]([CH2:10][CH3:11])[C:4]=1[C:12]1[C:13](=[O:14])[N:15]([CH3:24])[N:16]=[C:17]([CH3:23])[C:18]=1[S:19]([CH3:22])(=[O:21])=[O:20])[CH3:2]. The catalyst class is: 5. (7) Reactant: C1C=CC(N([S:8]([C:11]([F:14])([F:13])[F:12])(=[O:10])=[O:9])[S:8]([C:11]([F:14])([F:13])[F:12])(=[O:10])=[O:9])=CC=1.[OH:22][C:23]1[CH:28]=[CH:27][C:26]([N:29]2[C:33]3=[N:34][CH:35]=[CH:36][CH:37]=[C:32]3[N:31]([CH2:38][O:39][CH2:40][CH2:41][Si:42]([CH3:45])([CH3:44])[CH3:43])[C:30]2=[O:46])=[CH:25][CH:24]=1.C(N(CC)CC)C.[Cl-].[Cl-].[Ca+2]. Product: [F:12][C:11]([F:14])([F:13])[S:8]([O:22][C:23]1[CH:28]=[CH:27][C:26]([N:29]2[C:33]3=[N:34][CH:35]=[CH:36][CH:37]=[C:32]3[N:31]([CH2:38][O:39][CH2:40][CH2:41][Si:42]([CH3:43])([CH3:45])[CH3:44])[C:30]2=[O:46])=[CH:25][CH:24]=1)(=[O:10])=[O:9]. The catalyst class is: 1. (8) Reactant: C(=O)([O-])[O-].[K+].[K+].[Br:7][C:8]1[CH:9]=[CH:10][C:11]([N:14]2[CH:18]=[CH:17][C:16]([CH:19]([C:21]3[CH:30]=[CH:29][C:24]4[NH:25][C:26](=[O:28])[S:27][C:23]=4[CH:22]=3)[CH3:20])=[N:15]2)=[N:12][CH:13]=1.[CH3:31][Si:32]([CH3:39])([CH3:38])[CH2:33][CH2:34][O:35][CH2:36]Cl.C(OC)(C)(C)C. Product: [Br:7][C:8]1[CH:9]=[CH:10][C:11]([N:14]2[CH:18]=[CH:17][C:16]([CH:19]([C:21]3[CH:30]=[CH:29][C:24]4[N:25]([CH2:36][O:35][CH2:34][CH2:33][Si:32]([CH3:39])([CH3:38])[CH3:31])[C:26](=[O:28])[S:27][C:23]=4[CH:22]=3)[CH3:20])=[N:15]2)=[N:12][CH:13]=1. The catalyst class is: 18.